From a dataset of Forward reaction prediction with 1.9M reactions from USPTO patents (1976-2016). Predict the product of the given reaction. (1) Given the reactants [Cl:1][C:2]1[C:3]([NH:9][C:10]2[CH:15]=[C:14]([I:16])[CH:13]=[CH:12][C:11]=2[O:17][CH:18]2[CH2:23][CH2:22][O:21][CH2:20][CH2:19]2)=[N:4][C:5]([NH2:8])=[N:6][CH:7]=1.[H-].[Na+].[CH3:26]I, predict the reaction product. The product is: [Cl:1][C:2]1[C:3]([N:9]([C:10]2[CH:15]=[C:14]([I:16])[CH:13]=[CH:12][C:11]=2[O:17][CH:18]2[CH2:23][CH2:22][O:21][CH2:20][CH2:19]2)[CH3:26])=[N:4][C:5]([NH2:8])=[N:6][CH:7]=1. (2) Given the reactants [NH3:1].[F:2][C:3]([F:15])([F:14])[C:4]1[CH:9]=[CH:8][CH:7]=[CH:6][C:5]=1[S:10](Cl)(=[O:12])=[O:11].[Cl:16][C:17]1[C:26](Cl)=[N:25][C:24]2[C:19](=[CH:20][CH:21]=[CH:22][CH:23]=2)[N:18]=1.C(=O)([O-])[O-].[K+].[K+], predict the reaction product. The product is: [F:2][C:3]([F:15])([F:14])[C:4]1[CH:9]=[CH:8][CH:7]=[CH:6][C:5]=1[S:10]([NH:1][C:26]1[C:17]([Cl:16])=[N:18][C:19]2[C:24](=[CH:23][CH:22]=[CH:21][CH:20]=2)[N:25]=1)(=[O:12])=[O:11]. (3) Given the reactants [S:1]1[C:5]2[CH:6]=[CH:7][CH:8]=[CH:9][C:4]=2[C:3]([NH:10][CH2:11][CH2:12][CH2:13][NH2:14])=[N:2]1.[CH3:15][O:16][C:17]1[CH:22]=[CH:21][C:20]([C:23]2[CH:28]=[CH:27][C:26]([CH:29]=O)=[CH:25][CH:24]=2)=[CH:19][CH:18]=1.C(O[BH-](OC(=O)C)OC(=O)C)(=O)C.[Na+].C(O)(=O)C, predict the reaction product. The product is: [S:1]1[C:5]2[CH:6]=[CH:7][CH:8]=[CH:9][C:4]=2[C:3]([NH:10][CH2:11][CH2:12][CH2:13][NH:14][CH2:29][C:26]2[CH:25]=[CH:24][C:23]([C:20]3[CH:21]=[CH:22][C:17]([O:16][CH3:15])=[CH:18][CH:19]=3)=[CH:28][CH:27]=2)=[N:2]1. (4) Given the reactants [CH2:1]([C:6]1([C:10]2[CH:15]=[CH:14][CH:13]=[CH:12][CH:11]=2)[CH2:9][NH:8][CH2:7]1)[CH2:2][CH2:3][CH2:4][CH3:5].[NH:16]1[CH:20]=[C:19]([CH2:21][CH2:22][C:23]([NH:25][C@H:26]([CH2:30][C:31]2[CH:36]=[CH:35][C:34]([O:37][CH3:38])=[CH:33][CH:32]=2)[C:27](O)=[O:28])=[O:24])[N:18]=[CH:17]1.C(Cl)CCl.C1C=CC2N(O)N=NC=2C=1.[OH-].[Na+], predict the reaction product. The product is: [CH3:38][O:37][C:34]1[CH:35]=[CH:36][C:31]([CH2:30][C@@H:26]([NH:25][C:23](=[O:24])[CH2:22][CH2:21][C:19]2[N:18]=[CH:17][NH:16][CH:20]=2)[C:27](=[O:28])[N:8]2[CH2:7][C:6]([CH2:1][CH2:2][CH2:3][CH2:4][CH3:5])([C:10]3[CH:15]=[CH:14][CH:13]=[CH:12][CH:11]=3)[CH2:9]2)=[CH:32][CH:33]=1. (5) Given the reactants [CH:1]([C:3]1[N:7]2[CH:8]=[CH:9][CH:10]=[CH:11][C:6]2=[C:5]([C:12]([O:14][CH3:15])=[O:13])[N:4]=1)=O.[NH:16]1[CH2:20][CH2:19][CH:18]([OH:21])[CH2:17]1.[BH-](OC(C)=O)(OC(C)=O)OC(C)=O.[Na+], predict the reaction product. The product is: [OH:21][CH:18]1[CH2:19][CH2:20][N:16]([CH2:1][C:3]2[N:7]3[CH:8]=[CH:9][CH:10]=[CH:11][C:6]3=[C:5]([C:12]([O:14][CH3:15])=[O:13])[N:4]=2)[CH2:17]1.